Dataset: Reaction yield outcomes from USPTO patents with 853,638 reactions. Task: Predict the reaction yield, written as a fraction of the theoretical maximum amount of product (1.0 means a 100% yield; for example, 0.34 means a 34% yield). (1) The reactants are [N+:1]([C:4]1[CH:9]=[CH:8][C:7](Cl)=[CH:6][CH:5]=1)([O-:3])=[O:2].[F-:11].[K+]. The catalyst is CS(C)=O. The product is [N+:1]([C:4]1[CH:9]=[CH:8][C:7]([F:11])=[CH:6][CH:5]=1)([O-:3])=[O:2]. The yield is 0.960. (2) The reactants are [Br:1][C:2]1[C:3]([F:20])=[C:4]([C:9]([CH3:19])=[C:10]([NH:12][CH:13]2[CH2:18][CH2:17][O:16][CH2:15][CH2:14]2)[CH:11]=1)[C:5]([O:7][CH3:8])=[O:6].[CH:21](=O)[CH3:22].C(O)(=O)C.C(O[BH-](OC(=O)C)OC(=O)C)(=O)C.[Na+].C([O-])(O)=O.[Na+]. The catalyst is ClCCCl.O. The product is [Br:1][C:2]1[C:3]([F:20])=[C:4]([C:9]([CH3:19])=[C:10]([N:12]([CH2:21][CH3:22])[CH:13]2[CH2:14][CH2:15][O:16][CH2:17][CH2:18]2)[CH:11]=1)[C:5]([O:7][CH3:8])=[O:6]. The yield is 0.960. (3) The reactants are C(OC(=O)[NH:7][C@H:8]([C:10]1[N:14]([CH:15]2[CH2:18][CH2:17][CH2:16]2)[C:13]2[CH:19]=[C:20]([F:23])[CH:21]=[CH:22][C:12]=2[N:11]=1)[CH3:9])(C)(C)C.C(O)(C(F)(F)F)=O. The catalyst is C(Cl)Cl. The product is [CH:15]1([N:14]2[C:13]3[CH:19]=[C:20]([F:23])[CH:21]=[CH:22][C:12]=3[N:11]=[C:10]2[C@@H:8]([NH2:7])[CH3:9])[CH2:16][CH2:17][CH2:18]1. The yield is 0.490. (4) The reactants are [CH2:1]([O:8][C:9]([NH:11][C:12]1[C:17](=[O:18])[N:16]([CH2:19][CH:20]=[O:21])[C:15]([C:22]2[CH:27]=[CH:26][CH:25]=[CH:24][CH:23]=2)=[N:14][CH:13]=1)=[O:10])[C:2]1[CH:7]=[CH:6][CH:5]=[CH:4][CH:3]=1.CC(=CC)C.Cl([O-])=[O:34].[Na+].O.P([O-])(O)(O)=O.[Na+]. The catalyst is O1CCCC1.C(O)(C)(C)C.O.[Au]. The product is [CH2:1]([O:8][C:9]([NH:11][C:12]1[C:17](=[O:18])[N:16]([CH2:19][C:20]([OH:34])=[O:21])[C:15]([C:22]2[CH:27]=[CH:26][CH:25]=[CH:24][CH:23]=2)=[N:14][CH:13]=1)=[O:10])[C:2]1[CH:3]=[CH:4][CH:5]=[CH:6][CH:7]=1. The yield is 0.880. (5) The reactants are [H-].[Na+].[NH2:3][C:4]1[N:5]=[CH:6][C:7]2[C:12]3[CH:13]=[CH:14][NH:15][C:16](=[O:17])[C:11]=3[N:10]([CH:18]3[CH2:22][CH2:21][CH2:20][CH2:19]3)[C:8]=2[N:9]=1.C1C=CC(N([S:30]([C:33]([F:36])([F:35])[F:34])(=[O:32])=[O:31])[S:30]([C:33]([F:36])([F:35])[F:34])(=[O:32])=[O:31])=CC=1. The catalyst is CN(C=O)C. The product is [F:34][C:33]([F:36])([F:35])[S:30]([O:17][C:16]1[C:11]2[N:10]([CH:18]3[CH2:22][CH2:21][CH2:20][CH2:19]3)[C:8]3[N:9]=[C:4]([NH2:3])[N:5]=[CH:6][C:7]=3[C:12]=2[CH:13]=[CH:14][N:15]=1)(=[O:32])=[O:31]. The yield is 0.670.